From a dataset of Forward reaction prediction with 1.9M reactions from USPTO patents (1976-2016). Predict the product of the given reaction. (1) Given the reactants [C:1]([C:5]1[CH:6]=[CH:7][CH:8]=[C:9]2[C:14]=1[N:13]=[C:12]([C:15]1[N:19]3[CH:20]=[C:21]([C:24]([OH:26])=O)[CH:22]=[CH:23][C:18]3=[N:17][N:16]=1)[CH:11]=[CH:10]2)([CH3:4])([CH3:3])[CH3:2].Cl.[CH3:28][NH:29][O:30][CH3:31].CCN(C(C)C)C(C)C.CN(C(ON1N=NC2C=CC=NC1=2)=[N+](C)C)C.F[P-](F)(F)(F)(F)F, predict the reaction product. The product is: [C:1]([C:5]1[CH:6]=[CH:7][CH:8]=[C:9]2[C:14]=1[N:13]=[C:12]([C:15]1[N:19]3[CH:20]=[C:21]([C:24]([N:29]([O:30][CH3:31])[CH3:28])=[O:26])[CH:22]=[CH:23][C:18]3=[N:17][N:16]=1)[CH:11]=[CH:10]2)([CH3:3])([CH3:2])[CH3:4]. (2) The product is: [F:27][C:28]([F:47])([F:46])[C:50]([O:13][C:14]1[CH2:19][CH2:18][N:17]([C:20]([O:22][C:23]([CH3:26])([CH3:25])[CH3:24])=[O:21])[CH2:16][CH:15]=1)=[O:51]. Given the reactants C(NC(C)C)(C)C.C([Li])CCC.[O:13]=[C:14]1[CH2:19][CH2:18][N:17]([C:20]([O:22][C:23]([CH3:26])([CH3:25])[CH3:24])=[O:21])[CH2:16][CH2:15]1.[F:27][C:28]([F:47])([F:46])S(N(C1C=CC=CN=1)S([C:28]([F:47])([F:46])[F:27])(=O)=O)(=O)=O.C1C[O:51][CH2:50]C1, predict the reaction product. (3) Given the reactants [Br:1][C:2]1[CH:3]=[C:4]([C:9]2[N:13]([CH3:14])[N:12]=[C:11]([C:15](=O)[CH3:16])[C:10]=2[OH:18])[CH:5]=[CH:6][C:7]=1[F:8].[NH:19]([C:21]([NH:23][C:24]1[CH:32]=[CH:31][C:27]([C:28]([OH:30])=[O:29])=[CH:26][CH:25]=1)=[S:22])[NH2:20].CN(C)C=O, predict the reaction product. The product is: [Br:1][C:2]1[CH:3]=[C:4]([C:9]2[N:13]([CH3:14])[N:12]=[C:11]([C:15](=[N:20][NH:19][C:21]([NH:23][C:24]3[CH:32]=[CH:31][C:27]([C:28]([OH:30])=[O:29])=[CH:26][CH:25]=3)=[S:22])[CH3:16])[C:10]=2[OH:18])[CH:5]=[CH:6][C:7]=1[F:8]. (4) Given the reactants Cl[CH2:2][C:3](=[O:5])[CH3:4].[Cl:6][C:7]1[CH:12]=[CH:11][C:10]([SH:13])=[CH:9][CH:8]=1.[OH-].[Na+], predict the reaction product. The product is: [Cl:6][C:7]1[CH:12]=[CH:11][C:10]([S:13][CH2:2][C:3](=[O:5])[CH3:4])=[CH:9][CH:8]=1. (5) The product is: [CH3:94][O:93][C:91](=[O:92])[CH2:90][CH2:89][S:88][C:2]1[CH:3]=[C:4]([O:28][C:29]2[CH:34]=[CH:33][CH:32]=[CH:31][CH:30]=2)[C:5]([NH:8][C:9]2[S:10][CH:11]=[C:12]([CH2:14][CH:15]3[CH2:20][CH2:19][N:18]([C:21]([O:23][C:24]([CH3:27])([CH3:26])[CH3:25])=[O:22])[CH2:17][CH2:16]3)[N:13]=2)=[N:6][CH:7]=1. Given the reactants Br[C:2]1[CH:3]=[C:4]([O:28][C:29]2[CH:34]=[CH:33][CH:32]=[CH:31][CH:30]=2)[C:5]([NH:8][C:9]2[S:10][CH:11]=[C:12]([CH2:14][CH:15]3[CH2:20][CH2:19][N:18]([C:21]([O:23][C:24]([CH3:27])([CH3:26])[CH3:25])=[O:22])[CH2:17][CH2:16]3)[N:13]=2)=[N:6][CH:7]=1.C(N(C(C)C)C(C)C)C.C1(P(C2C=CC=CC=2)C2C3OC4C(=CC=CC=4P(C4C=CC=CC=4)C4C=CC=CC=4)C(CC)(CC)C=3C=CC=2)C=CC=CC=1.[SH:88][CH2:89][CH2:90][C:91]([O:93][CH3:94])=[O:92], predict the reaction product. (6) Given the reactants [CH3:1][S:2][C:3]1[N:8]=[C:7]([CH2:9][OH:10])[CH:6]=[CH:5][N:4]=1.[O:11]1[CH:16]=[CH:15][CH2:14][CH2:13][CH2:12]1.O.C1(C)C=CC(S(O)(=O)=O)=CC=1, predict the reaction product. The product is: [CH3:1][S:2][C:3]1[N:8]=[C:7]([CH2:9][O:10][CH:12]2[CH2:13][CH2:14][CH2:15][CH2:16][O:11]2)[CH:6]=[CH:5][N:4]=1. (7) Given the reactants [C:1]([C:4]1[CH:9]=[CH:8][N:7]2[C:10]([C:13]([NH:15][C:16]3[CH:24]=[CH:23][CH:22]=[C:21]4[C:17]=3[CH:18]=[N:19][N:20]4[CH2:25][C:26]3[CH:31]=[CH:30][CH:29]=[CH:28][CH:27]=3)=[O:14])=[CH:11][N:12]=[C:6]2[CH:5]=1)(=[O:3])[CH3:2].C1COCC1.CO.[BH4-].[Na+], predict the reaction product. The product is: [CH2:25]([N:20]1[C:21]2[C:17](=[C:16]([NH:15][C:13]([C:10]3[N:7]4[CH:8]=[CH:9][C:4]([CH:1]([OH:3])[CH3:2])=[CH:5][C:6]4=[N:12][CH:11]=3)=[O:14])[CH:24]=[CH:23][CH:22]=2)[CH:18]=[N:19]1)[C:26]1[CH:31]=[CH:30][CH:29]=[CH:28][CH:27]=1. (8) Given the reactants [CH3:1][C:2]1([CH3:28])[C:10]2=[CH:11][C:12]3[NH:13][C:14]4[C:19]([C:20]=3[CH:21]=[C:9]2[C:8]2[C:3]1=[CH:4][CH:5]=[CH:6][CH:7]=2)=[CH:18][C:17]([C:22]1[CH:27]=[CH:26][CH:25]=[CH:24][CH:23]=1)=[CH:16][CH:15]=4.[H-].[Na+].Cl[C:32]1[N:37]=[C:36]([C:38]2[CH:43]=[CH:42][CH:41]=[CH:40][CH:39]=2)[N:35]=[C:34]([C:44]2[CH:49]=[CH:48][CH:47]=[CH:46][CH:45]=2)[N:33]=1, predict the reaction product. The product is: [C:44]1([C:34]2[N:35]=[C:36]([C:38]3[CH:39]=[CH:40][CH:41]=[CH:42][CH:43]=3)[N:37]=[C:32]([N:13]3[C:12]4[CH:11]=[C:10]5[C:2]([CH3:28])([CH3:1])[C:3]6[C:8]([C:9]5=[CH:21][C:20]=4[C:19]4[C:14]3=[CH:15][CH:16]=[C:17]([C:22]3[CH:27]=[CH:26][CH:25]=[CH:24][CH:23]=3)[CH:18]=4)=[CH:7][CH:6]=[CH:5][CH:4]=6)[N:33]=2)[CH:49]=[CH:48][CH:47]=[CH:46][CH:45]=1. (9) Given the reactants C[N:2]([CH3:12])[CH:3]=[C:4]([N+:10]#[C-:11])[C:5]([O:7]CC)=O.[Si:13]([O:20][C@H:21]1[CH2:26][CH2:25][C@H](N)[CH2:23][CH2:22]1)([C:16]([CH3:19])([CH3:18])[CH3:17])([CH3:15])[CH3:14].[Cl-].[NH4+], predict the reaction product. The product is: [Si:13]([O:20][C@H:21]1[CH2:26][CH2:25][C@H:12]([N:2]2[CH:3]=[C:4]([CH2:5][OH:7])[N:10]=[CH:11]2)[CH2:23][CH2:22]1)([C:16]([CH3:17])([CH3:18])[CH3:19])([CH3:14])[CH3:15]. (10) Given the reactants [H-].[Na+].[C:3]([O:7][C:8]([NH:10][C:11]1[CH:19]=[CH:18][CH:17]=[C:16]2[C:12]=1[CH:13]=[N:14][N:15]2[CH:20]([C:25]1[CH:30]=[CH:29][C:28]([Cl:31])=[CH:27][CH:26]=1)[C:21]([O:23][CH3:24])=[O:22])=[O:9])([CH3:6])([CH3:5])[CH3:4].FC(F)(F)S(O[CH2:38][C:39]([F:42])([F:41])[F:40])(=O)=O, predict the reaction product. The product is: [C:3]([O:7][C:8]([NH:10][C:11]1[CH:19]=[CH:18][CH:17]=[C:16]2[C:12]=1[CH:13]=[N:14][N:15]2[C:20]([C:25]1[CH:30]=[CH:29][C:28]([Cl:31])=[CH:27][CH:26]=1)([CH2:38][C:39]([F:42])([F:41])[F:40])[C:21]([O:23][CH3:24])=[O:22])=[O:9])([CH3:6])([CH3:4])[CH3:5].